From a dataset of Forward reaction prediction with 1.9M reactions from USPTO patents (1976-2016). Predict the product of the given reaction. Given the reactants [CH3:1][C:2]1[CH:7]=[CH:6][C:5]([C:8]2[O:9][C:10]([CH3:13])=[N:11][N:12]=2)=[CH:4][C:3]=1[C:14]1[CH:19]=[CH:18][C:17]([C:20]([OH:22])=O)=[CH:16][CH:15]=1.C1C=CC2N(O)N=NC=2C=1.Cl.CN(C)CCCN=C=NCC.[CH3:45][CH:46]([NH2:55])[CH2:47][CH2:48][C:49]1[CH:54]=[CH:53][CH:52]=[CH:51][CH:50]=1, predict the reaction product. The product is: [CH3:1][C:2]1[CH:7]=[CH:6][C:5]([C:8]2[O:9][C:10]([CH3:13])=[N:11][N:12]=2)=[CH:4][C:3]=1[C:14]1[CH:19]=[CH:18][C:17]([C:20]([NH:55][CH:46]([CH3:45])[CH2:47][CH2:48][C:49]2[CH:54]=[CH:53][CH:52]=[CH:51][CH:50]=2)=[O:22])=[CH:16][CH:15]=1.